Dataset: Forward reaction prediction with 1.9M reactions from USPTO patents (1976-2016). Task: Predict the product of the given reaction. (1) Given the reactants Br[C:2]1[N:12]=[CH:11][C:5]2[O:6][CH2:7][C:8](=[O:10])[NH:9][C:4]=2[CH:3]=1.[F:13][C:14]1[CH:19]=[CH:18][C:17]([N:20]2[C:24](B(O)O)=[CH:23][C:22]([C:28]([F:31])([F:30])[F:29])=[N:21]2)=[C:16]([CH3:32])[CH:15]=1, predict the reaction product. The product is: [F:13][C:14]1[CH:19]=[CH:18][C:17]([N:20]2[C:24]([C:2]3[N:12]=[CH:11][C:5]4[O:6][CH2:7][C:8](=[O:10])[NH:9][C:4]=4[CH:3]=3)=[CH:23][C:22]([C:28]([F:29])([F:31])[F:30])=[N:21]2)=[C:16]([CH3:32])[CH:15]=1. (2) Given the reactants C(S[C:4](=[N:8][C:9]1[CH:14]=[CH:13][CH:12]=[CH:11][CH:10]=1)[CH:5]([CH3:7])[CH3:6])C.[C:15]([NH:23][NH2:24])(=O)[C:16]1[CH:21]=[CH:20][CH:19]=[CH:18][CH:17]=1, predict the reaction product. The product is: [CH:5]([C:4]1[N:8]([C:9]2[CH:14]=[CH:13][CH:12]=[CH:11][CH:10]=2)[C:15]([C:16]2[CH:21]=[CH:20][CH:19]=[CH:18][CH:17]=2)=[N:23][N:24]=1)([CH3:7])[CH3:6]. (3) Given the reactants C(OC([NH:8][C:9]1([CH3:15])[CH2:12][S:11](=[O:14])(=[O:13])[CH2:10]1)=O)(C)(C)C.[F:16][C:17]([F:22])([F:21])[C:18]([OH:20])=[O:19], predict the reaction product. The product is: [F:16][C:17]([F:22])([F:21])[C:18]([OH:20])=[O:19].[O:13]=[S:11]1(=[O:14])[CH2:12][C:9]([CH3:15])([NH2:8])[CH2:10]1. (4) Given the reactants C(OC(=O)[NH:7][C:8]([CH3:16])([CH3:15])[CH2:9][CH2:10][CH2:11][N+:12]([O-:14])=[O:13])(C)(C)C.[C:18]([OH:24])([C:20]([F:23])([F:22])[F:21])=[O:19], predict the reaction product. The product is: [F:21][C:20]([F:23])([F:22])[C:18]([OH:24])=[O:19].[CH3:15][C:8]([NH2:7])([CH3:16])[CH2:9][CH2:10][CH2:11][N+:12]([O-:14])=[O:13]. (5) Given the reactants [C:1]([C:5]1[CH:6]=[C:7]([N:15]2[C:19]([O:20][CH:21]3[CH2:26][CH2:25][CH2:24][CH2:23][CH2:22]3)=[CH:18][C:17]([C:27]([O:29][CH2:30][CH3:31])=[O:28])=[N:16]2)[CH:8]=[C:9]([C:11]2([CH3:14])[CH2:13][CH2:12]2)[CH:10]=1)([CH3:4])([CH3:3])[CH3:2].C1C(=O)N([Cl:39])C(=O)C1, predict the reaction product. The product is: [C:1]([C:5]1[CH:6]=[C:7]([N:15]2[C:19]([O:20][CH:21]3[CH2:22][CH2:23][CH2:24][CH2:25][CH2:26]3)=[C:18]([Cl:39])[C:17]([C:27]([O:29][CH2:30][CH3:31])=[O:28])=[N:16]2)[CH:8]=[C:9]([C:11]2([CH3:14])[CH2:12][CH2:13]2)[CH:10]=1)([CH3:2])([CH3:3])[CH3:4]. (6) Given the reactants [C:1]([C:5]1[C:14]([OH:15])=[CH:13][C:12]2[C:7](=[N:8][CH:9]=[CH:10][CH:11]=2)[N:6]=1)([CH3:4])([CH3:3])[CH3:2].Cl[C:17]1[C:26]2[C:21](=[CH:22][C:23]([O:29][CH3:30])=[C:24]([O:27][CH3:28])[CH:25]=2)[N:20]=[CH:19][CH:18]=1.O, predict the reaction product. The product is: [C:1]([C:5]1[C:14]([O:15][C:17]2[C:26]3[C:21](=[CH:22][C:23]([O:29][CH3:30])=[C:24]([O:27][CH3:28])[CH:25]=3)[N:20]=[CH:19][CH:18]=2)=[CH:13][C:12]2[C:7](=[N:8][CH:9]=[CH:10][CH:11]=2)[N:6]=1)([CH3:4])([CH3:2])[CH3:3]. (7) Given the reactants C(Cl)[Cl:2].[Cl:4][C:5]1[CH:10]=[CH:9][C:8]([C:11]2[C:12]([C:29]3[CH:34]=[CH:33][C:32]([Cl:35])=[CH:31][C:30]=3[Cl:36])=[N:13][C:14]([O:20][C:21]3[CH:26]=[CH:25][C:24]([F:27])=[C:23]([F:28])[CH:22]=3)=[C:15]([CH:19]=2)[C:16]([OH:18])=O)=[CH:7][CH:6]=1.C(Cl)(=O)C(Cl)=O, predict the reaction product. The product is: [Cl:4][C:5]1[CH:6]=[CH:7][C:8]([C:11]2[C:12]([C:29]3[CH:34]=[CH:33][C:32]([Cl:35])=[CH:31][C:30]=3[Cl:36])=[N:13][C:14]([O:20][C:21]3[CH:26]=[CH:25][C:24]([F:27])=[C:23]([F:28])[CH:22]=3)=[C:15]([CH:19]=2)[C:16]([Cl:2])=[O:18])=[CH:9][CH:10]=1.